Dataset: Reaction yield outcomes from USPTO patents with 853,638 reactions. Task: Predict the reaction yield, written as a fraction of the theoretical maximum amount of product (1.0 means a 100% yield; for example, 0.34 means a 34% yield). (1) The reactants are [CH:1]1([CH2:6][C:7]([NH:9][C:10]2[CH:11]=[N:12][NH:13][C:14](=[O:16])[CH:15]=2)=[O:8])[CH2:5][CH2:4][CH2:3][CH2:2]1.C(=O)([O-])[O-].[K+].[K+].[Br:23][CH2:24][CH:25]([F:29])[CH2:26][CH2:27]Br. The catalyst is CN(C=O)C. The product is [Br:23][CH2:24][CH:25]([F:29])[CH2:26][CH2:27][N:13]1[C:14](=[O:16])[CH:15]=[C:10]([NH:9][C:7](=[O:8])[CH2:6][CH:1]2[CH2:5][CH2:4][CH2:3][CH2:2]2)[CH:11]=[N:12]1. The yield is 0.460. (2) The product is [CH3:32][O:31][C:28]1[CH:29]=[CH:30][C:25]([CH2:24][NH:23][C:21]2[N:22]=[C:17]([C:14]3[N:13]=[CH:12][C:11]4[CH:10]=[N:9][N:8]([C:6]5[N:7]=[C:2]([N:36]6[CH2:37][CH2:38][CH2:39][N:33]([C:40]([O:42][C:43]([CH3:46])([CH3:45])[CH3:44])=[O:41])[CH2:34][CH2:35]6)[CH:3]=[CH:4][CH:5]=5)[C:16]=4[CH:15]=3)[CH:18]=[N:19][CH:20]=2)=[CH:26][CH:27]=1. The reactants are F[C:2]1[N:7]=[C:6]([N:8]2[C:16]3[CH:15]=[C:14]([C:17]4[N:22]=[C:21]([NH:23][CH2:24][C:25]5[CH:30]=[CH:29][C:28]([O:31][CH3:32])=[CH:27][CH:26]=5)[CH:20]=[N:19][CH:18]=4)[N:13]=[CH:12][C:11]=3[CH:10]=[N:9]2)[CH:5]=[CH:4][CH:3]=1.[N:33]1([C:40]([O:42][C:43]([CH3:46])([CH3:45])[CH3:44])=[O:41])[CH2:39][CH2:38][CH2:37][NH:36][CH2:35][CH2:34]1.CN1CCOCC1.O. The catalyst is CN1CCCC1=O. The yield is 1.00. (3) The reactants are Cl.[NH2:2][C:3]1[N:11]=[C:10]([O:12][CH2:13][CH2:14][CH2:15][CH3:16])[N:9]=[C:8]2[C:4]=1[NH:5][C:6](=[O:26])[N:7]2[CH2:17][C:18]1[CH:23]=[CH:22][C:21]([CH2:24]Cl)=[CH:20][CH:19]=1.CC(OC([NH:34][CH:35]1[CH2:40][CH2:39][NH:38][CH2:37][CH2:36]1)=O)(C)C.C(N(C(C)C)CC)(C)C.Cl.CO. The catalyst is CN(C=O)C. The product is [NH2:2][C:3]1[N:11]=[C:10]([O:12][CH2:13][CH2:14][CH2:15][CH3:16])[N:9]=[C:8]2[C:4]=1[NH:5][C:6](=[O:26])[N:7]2[CH2:17][C:18]1[CH:23]=[CH:22][C:21]([CH2:24][N:38]2[CH2:39][CH2:40][CH:35]([NH2:34])[CH2:36][CH2:37]2)=[CH:20][CH:19]=1. The yield is 0.640. (4) The reactants are [CH:1]([C:3]1[CH:18]=[CH:17][C:6]([O:7][C:8]2[N:13]=[N:12][C:11]([C:14]([NH2:16])=[O:15])=[CH:10][CH:9]=2)=[C:5]([O:19][CH3:20])[CH:4]=1)=O.[O:21]1[CH2:26][CH2:25][CH:24]([CH2:27][CH2:28][NH2:29])[CH2:23][CH2:22]1.[BH4-].[Na+]. The catalyst is CO. The product is [CH3:20][O:19][C:5]1[CH:4]=[C:3]([CH2:1][NH:29][CH2:28][CH2:27][CH:24]2[CH2:25][CH2:26][O:21][CH2:22][CH2:23]2)[CH:18]=[CH:17][C:6]=1[O:7][C:8]1[N:13]=[N:12][C:11]([C:14]([NH2:16])=[O:15])=[CH:10][CH:9]=1. The yield is 0.540.